Dataset: Full USPTO retrosynthesis dataset with 1.9M reactions from patents (1976-2016). Task: Predict the reactants needed to synthesize the given product. (1) Given the product [Br:13][CH2:14][CH2:15][CH2:16][CH2:17][O:11][C:10]([CH:7]1[CH2:8][CH2:9][CH:4]([CH2:1][CH2:2][CH3:3])[CH2:5][CH2:6]1)=[O:12], predict the reactants needed to synthesize it. The reactants are: [CH2:1]([CH:4]1[CH2:9][CH2:8][CH:7]([C:10]([OH:12])=[O:11])[CH2:6][CH2:5]1)[CH2:2][CH3:3].[Br:13][CH2:14][CH2:15][CH2:16][CH2:17]O.C1(C)C=CC(S(O)(=O)=O)=CC=1. (2) Given the product [OH:27][C:4]1[CH:5]=[CH:6][C:7]([N:9]2[CH2:14][CH2:13][C:12]3[CH:15]=[C:16]([C:18]4[CH:23]=[CH:22][C:21]([O:24][CH3:25])=[CH:20][CH:19]=4)[S:17][C:11]=3[C:10]2=[O:26])=[CH:8][C:3]=1[O:2][CH3:1], predict the reactants needed to synthesize it. The reactants are: [CH3:1][O:2][C:3]1[CH:8]=[C:7]([N:9]2[CH2:14][CH2:13][C:12]3[CH:15]=[C:16]([C:18]4[CH:23]=[CH:22][C:21]([O:24][CH3:25])=[CH:20][CH:19]=4)[S:17][C:11]=3[C:10]2=[O:26])[CH:6]=[CH:5][C:4]=1[O:27]S(C1C=CC(C)=CC=1)(=O)=O.[OH-].[K+].CCO.Cl. (3) Given the product [F:40][C:34]1[CH:35]=[C:36]([F:39])[CH:37]=[CH:38][C:33]=1[C@:17]12[CH2:31][O:32][C@@H:14]([CH:12]([OH:13])[CH2:11][CH2:10][CH2:9][OH:8])[CH2:15][C@H:16]1[CH2:21][S:20][C:19]([NH:22][C:23](=[O:30])[C:24]1[CH:25]=[CH:26][CH:27]=[CH:28][CH:29]=1)=[N:18]2, predict the reactants needed to synthesize it. The reactants are: [Si]([O:8][CH2:9][CH2:10][CH2:11][CH:12]([C@@H:14]1[O:32][CH2:31][C@:17]2([C:33]3[CH:38]=[CH:37][C:36]([F:39])=[CH:35][C:34]=3[F:40])[N:18]=[C:19]([NH:22][C:23](=[O:30])[C:24]3[CH:29]=[CH:28][CH:27]=[CH:26][CH:25]=3)[S:20][CH2:21][C@@H:16]2[CH2:15]1)[OH:13])(C(C)(C)C)(C)C.[F-].C([N+](CCCC)(CCCC)CCCC)CCC.[Cl-].[NH4+]. (4) Given the product [CH2:35]([NH:41][C:2]([C:3]1[N:4]=[C:5]2[N:43]([CH2:10][CH2:9][C:8]3[CH:12]=[CH:13][CH:14]=[CH:15][C:7]=3[CH:6]2[O:16][CH:17]2[CH2:22][CH2:21][N:20]([CH3:23])[CH2:19][CH2:18]2)[C:26]=1[CH3:25])=[O:44])[C:34]1[CH:37]=[CH:33][CH:32]=[CH:45][CH:36]=1, predict the reactants needed to synthesize it. The reactants are: I[C:2]1N2[C:5]([CH:6]([O:16][CH:17]3[CH2:22][CH2:21][N:20]([CH3:23])[CH2:19][CH2:18]3)[C:7]3[CH:15]=[CH:14][CH:13]=[CH:12][C:8]=3[CH2:9][CH2:10]2)=[N:4][C:3]=1I.[CH3:25][CH2:26][Mg+].[Br-].CCO[CH2:32][CH3:33].[C:34](N=C=O)([CH3:37])([CH3:36])[CH3:35].[NH4+:41].[Cl-].[NH4+:43].[OH-:44].[CH2:45](Cl)Cl. (5) Given the product [Cl:1][C:2]1[CH:3]=[C:4]([O:13][CH:14]2[CH2:19][CH2:18][N:17]([CH3:20])[CH2:16][CH2:15]2)[C:5]([CH3:12])=[C:6]([CH:11]=1)[C:7]([NH:24][CH2:25][C:26]1[C:31](=[O:32])[CH:30]=[C:29]([CH3:33])[NH:28][C:27]=1[CH3:34])=[O:9], predict the reactants needed to synthesize it. The reactants are: [Cl:1][C:2]1[CH:3]=[C:4]([O:13][CH:14]2[CH2:19][CH2:18][N:17]([CH3:20])[CH2:16][CH2:15]2)[C:5]([CH3:12])=[C:6]([CH:11]=1)[C:7]([O:9]C)=O.[OH-].[Na+].Cl.[NH2:24][CH2:25][C:26]1[C:31](=[O:32])[CH:30]=[C:29]([CH3:33])[NH:28][C:27]=1[CH3:34].ON1C2N=CC=CC=2N=N1.C(Cl)CCl.CN1CCOCC1.C(=O)(O)[O-].[Na+]. (6) Given the product [C:35]([C:18]1[C:13]2[S:12][CH2:11][CH:10]([C:7]3[CH:6]=[CH:5][C:4]([CH:1]([CH3:2])[CH3:3])=[CH:9][CH:8]=3)[C:14]=2[C:15]([CH3:28])=[C:16]([NH:20][C:21](=[O:27])[CH2:22][C:23]([CH3:26])([CH3:25])[CH3:24])[C:17]=1[CH3:19])(=[O:37])[CH3:36], predict the reactants needed to synthesize it. The reactants are: [CH:1]([C:4]1[CH:9]=[CH:8][C:7]([CH:10]2[C:14]3[C:15]([CH3:28])=[C:16]([NH:20][C:21](=[O:27])[CH2:22][C:23]([CH3:26])([CH3:25])[CH3:24])[C:17]([CH3:19])=[CH:18][C:13]=3[S:12][CH2:11]2)=[CH:6][CH:5]=1)([CH3:3])[CH3:2].CCCCCC.[C:35](OCC)(=[O:37])[CH3:36].